Dataset: Reaction yield outcomes from USPTO patents with 853,638 reactions. Task: Predict the reaction yield, written as a fraction of the theoretical maximum amount of product (1.0 means a 100% yield; for example, 0.34 means a 34% yield). The reactants are [NH2:1][C:2]1[CH:3]=[CH:4][C:5]([OH:25])=[C:6]([CH:24]=1)[C:7]([NH:9][C:10]1[CH:15]=[C:14]([C:16]([F:19])([F:18])[F:17])[CH:13]=[C:12]([C:20]([F:23])([F:22])[F:21])[CH:11]=1)=[O:8].[C:26]1([N:32]=[C:33]=[O:34])[CH:31]=[CH:30][CH:29]=[CH:28][CH:27]=1. The catalyst is C(#N)C.CN(C)C1C=CN=CC=1. The product is [F:23][C:20]([F:21])([F:22])[C:12]1[CH:11]=[C:10]([NH:9][C:7](=[O:8])[C:6]2[CH:24]=[C:2]([NH:1][C:33]([NH:32][C:26]3[CH:31]=[CH:30][CH:29]=[CH:28][CH:27]=3)=[O:34])[CH:3]=[CH:4][C:5]=2[OH:25])[CH:15]=[C:14]([C:16]([F:17])([F:18])[F:19])[CH:13]=1. The yield is 0.412.